This data is from Reaction yield outcomes from USPTO patents with 853,638 reactions. The task is: Predict the reaction yield, written as a fraction of the theoretical maximum amount of product (1.0 means a 100% yield; for example, 0.34 means a 34% yield). (1) The reactants are [CH3:1][O:2][C:3]1[CH:10]=[CH:9][C:6]([CH2:7]Cl)=[CH:5][CH:4]=1.[OH:11][C:12]1[CH:19]=[CH:18][C:17]([S:20]([CH3:23])(=[O:22])=[O:21])=[CH:16][C:13]=1[CH:14]=[O:15].C([O-])([O-])=O.[K+].[K+]. The catalyst is CN(C=O)C. The product is [CH3:23][S:20]([C:17]1[CH:18]=[CH:19][C:12]([O:11][CH2:7][C:6]2[CH:9]=[CH:10][C:3]([O:2][CH3:1])=[CH:4][CH:5]=2)=[C:13]([CH:16]=1)[CH:14]=[O:15])(=[O:21])=[O:22]. The yield is 1.00. (2) The reactants are N(C(OC(C)(C)C)=O)=NC(OC(C)(C)C)=O.C1(P(C2C=CC=CC=2)C2C=CC=CC=2)C=CC=CC=1.[C:36]([O:40][C:41](=[O:47])[NH:42][CH:43]([CH3:46])[CH2:44]O)([CH3:39])([CH3:38])[CH3:37].[CH2:48]([O:50][C:51]([C:53]1[NH:54][N:55]=[C:56]([CH2:58][O:59][C:60]2[CH:65]=[CH:64][CH:63]=[CH:62][CH:61]=2)[CH:57]=1)=[O:52])[CH3:49]. The catalyst is C1COCC1. The product is [CH2:48]([O:50][C:51]([C:53]1[N:54]([CH2:44][CH:43]([NH:42][C:41]([O:40][C:36]([CH3:39])([CH3:38])[CH3:37])=[O:47])[CH3:46])[N:55]=[C:56]([CH2:58][O:59][C:60]2[CH:65]=[CH:64][CH:63]=[CH:62][CH:61]=2)[CH:57]=1)=[O:52])[CH3:49]. The yield is 0.910.